From a dataset of Catalyst prediction with 721,799 reactions and 888 catalyst types from USPTO. Predict which catalyst facilitates the given reaction. (1) Reactant: [CH3:1][C:2]1([CH3:16])[CH2:8][CH2:7][CH2:6][NH:5][C:4]2[CH:9]=[C:10]([N+:13]([O-:15])=[O:14])[CH:11]=[CH:12][C:3]1=2.[C:17](OC(=O)C)(=[O:19])[CH3:18]. Product: [CH3:1][C:2]1([CH3:16])[CH2:8][CH2:7][CH2:6][N:5]([C:17](=[O:19])[CH3:18])[C:4]2[CH:9]=[C:10]([N+:13]([O-:15])=[O:14])[CH:11]=[CH:12][C:3]1=2. The catalyst class is: 10. (2) Reactant: C(N(CC)CC)C.[CH:8]([C:10]1[C:18]2[C:13](=[CH:14][CH:15]=[CH:16][CH:17]=2)[N:12](C(OC(C)(C)C)=O)[CH:11]=1)=[O:9].[CH:26](=[N:33][C:34]1[CH:39]=[CH:38][N:37]=[C:36]([F:40])[CH:35]=1)[C:27]1[CH:32]=[CH:31][CH:30]=[CH:29][CH:28]=1. Product: [F:40][C:36]1[CH:35]=[C:34]([NH:33][CH:26]([C:27]2[CH:28]=[CH:29][CH:30]=[CH:31][CH:32]=2)[C:8]([C:10]2[C:18]3[C:13](=[CH:14][CH:15]=[CH:16][CH:17]=3)[NH:12][CH:11]=2)=[O:9])[CH:39]=[CH:38][N:37]=1. The catalyst class is: 433. (3) Reactant: [Br:1][C:2]1[CH:17]=[CH:16][C:5]2[N:6]=[C:7]([O:9][CH:10]3[CH2:15][CH2:14][NH:13][CH2:12][CH2:11]3)[S:8][C:4]=2[CH:3]=1.Cl[C:19]1[N:24]=[CH:23][C:22]([F:25])=[CH:21][N:20]=1.C(=O)([O-])[O-].[K+].[K+]. Product: [Br:1][C:2]1[CH:17]=[CH:16][C:5]2[N:6]=[C:7]([O:9][CH:10]3[CH2:11][CH2:12][N:13]([C:19]4[N:24]=[CH:23][C:22]([F:25])=[CH:21][N:20]=4)[CH2:14][CH2:15]3)[S:8][C:4]=2[CH:3]=1. The catalyst class is: 18. (4) Reactant: [CH2:1]([O:3][CH2:4][C@H:5]([NH:26]C(=O)OC(C)(C)C)[CH2:6][NH:7][C:8]1[N:13]=[C:12]([NH:14][C:15]2[CH:16]=[C:17]([CH3:21])[CH:18]=[CH:19][CH:20]=2)[C:11]2[C:22](=[O:25])[NH:23][CH2:24][C:10]=2[CH:9]=1)[CH3:2].CCOC(C)=O.C1COCC1. Product: [NH2:26][C@@H:5]([CH2:4][O:3][CH2:1][CH3:2])[CH2:6][NH:7][C:8]1[N:13]=[C:12]([NH:14][C:15]2[CH:16]=[C:17]([CH3:21])[CH:18]=[CH:19][CH:20]=2)[C:11]2[C:22](=[O:25])[NH:23][CH2:24][C:10]=2[CH:9]=1. The catalyst class is: 2. (5) Reactant: Cl.Cl.Cl.[N:4]1[CH:9]=[CH:8][C:7]([C:10]2[N:14]3[N:15]=[C:16]([NH:19][C@H:20]4[CH2:25][CH2:24][C@H:23]([NH2:26])[CH2:22][CH2:21]4)[CH:17]=[CH:18][C:13]3=[N:12][CH:11]=2)=[CH:6][CH:5]=1.[C:27](OC(=O)C)(=[O:29])[CH3:28]. Product: [N:4]1[CH:9]=[CH:8][C:7]([C:10]2[N:14]3[N:15]=[C:16]([NH:19][C@H:20]4[CH2:21][CH2:22][C@H:23]([NH:26][C:27](=[O:29])[CH3:28])[CH2:24][CH2:25]4)[CH:17]=[CH:18][C:13]3=[N:12][CH:11]=2)=[CH:6][CH:5]=1. The catalyst class is: 17.